Task: Binary Classification. Given a T-cell receptor sequence (or CDR3 region) and an epitope sequence, predict whether binding occurs between them.. Dataset: TCR-epitope binding with 47,182 pairs between 192 epitopes and 23,139 TCRs (1) The epitope is FVDGVPFVV. The TCR CDR3 sequence is CASSLFPGGNEQFF. Result: 1 (the TCR binds to the epitope). (2) The epitope is FIAGLIAIV. The TCR CDR3 sequence is CASSLSYEQFF. Result: 0 (the TCR does not bind to the epitope). (3) The epitope is HPKVSSEVHI. The TCR CDR3 sequence is CASSTTTGNTEAFF. Result: 1 (the TCR binds to the epitope). (4) The epitope is LLQTGIHVRVSQPSL. The TCR CDR3 sequence is CASSPGLFTGELFF. Result: 0 (the TCR does not bind to the epitope). (5) The epitope is YLDAYNMMI. The TCR CDR3 sequence is CASSLVGGELFF. Result: 0 (the TCR does not bind to the epitope). (6) The epitope is FTYASALWEI. The TCR CDR3 sequence is CASSQDGSYEQYF. Result: 0 (the TCR does not bind to the epitope). (7) The epitope is ILGLPTQTV. The TCR CDR3 sequence is CASSQEETSVYNEQFF. Result: 1 (the TCR binds to the epitope). (8) The epitope is PROT_97E67BCC. The TCR CDR3 sequence is CASSELASGVNEQFF. Result: 1 (the TCR binds to the epitope).